This data is from Catalyst prediction with 721,799 reactions and 888 catalyst types from USPTO. The task is: Predict which catalyst facilitates the given reaction. (1) Reactant: [H-].[Na+].[CH3:3][C:4]1[C:13]([CH3:14])=[C:12](O)[C:11]2[C:6](=[C:7]([F:20])[CH:8]=[C:9]([C:16]([CH3:19])([CH3:18])[CH3:17])[CH:10]=2)[N:5]=1.[CH3:21][O:22][CH2:23][C:24](Cl)=[O:25]. Product: [CH3:3][C:4]1[C:13]([CH3:14])=[C:12]([C:24](=[O:25])[CH2:23][O:22][CH3:21])[C:11]2[C:6](=[C:7]([F:20])[CH:8]=[C:9]([C:16]([CH3:19])([CH3:18])[CH3:17])[CH:10]=2)[N:5]=1. The catalyst class is: 7. (2) Reactant: [N:1]1([C:7]2[CH:21]=[CH:20][CH:19]=[CH:18][C:8]=2[O:9][CH2:10][CH2:11][CH2:12][C:13]([O:15][CH2:16][CH3:17])=[O:14])[CH2:6][CH2:5][NH:4][CH2:3][CH2:2]1.CCN(C(C)C)C(C)C.Br[CH2:32][CH2:33][CH2:34][OH:35]. Product: [OH:35][CH2:34][CH2:33][CH2:32][N:4]1[CH2:3][CH2:2][N:1]([C:7]2[CH:21]=[CH:20][CH:19]=[CH:18][C:8]=2[O:9][CH2:10][CH2:11][CH2:12][C:13]([O:15][CH2:16][CH3:17])=[O:14])[CH2:6][CH2:5]1. The catalyst class is: 10. (3) Reactant: [C:1]1([C:7]2[C:15]3[C:10](=[CH:11][CH:12]=[CH:13][CH:14]=3)[N:9](S(C3C=CC(C)=CC=3)(=O)=O)[C:8]=2[CH2:26][N:27]2[CH:35]=[N:34][C:33]3[C:28]2=[N:29][CH:30]=[N:31][C:32]=3[NH2:36])[CH:6]=[CH:5][CH:4]=[CH:3][CH:2]=1.[OH-].[K+]. Product: [C:1]1([C:7]2[C:15]3[C:10](=[CH:11][CH:12]=[CH:13][CH:14]=3)[NH:9][C:8]=2[CH2:26][N:27]2[CH:35]=[N:34][C:33]3[C:28]2=[N:29][CH:30]=[N:31][C:32]=3[NH2:36])[CH:2]=[CH:3][CH:4]=[CH:5][CH:6]=1. The catalyst class is: 5. (4) Reactant: [C:1]([O:5][C:6](=[O:21])[NH:7][C@@H:8]1[C:14](=[O:15])[N:13]([CH3:16])[C:12]2[CH:17]=[CH:18][CH:19]=[CH:20][C:11]=2[NH:10][CH2:9]1)([CH3:4])([CH3:3])[CH3:2].C(N(CC)CC)C.[C:29](Cl)(=[O:36])[C:30]1[CH:35]=[CH:34][CH:33]=[CH:32][CH:31]=1. Product: [C:1]([O:5][C:6](=[O:21])[NH:7][C@@H:8]1[C:14](=[O:15])[N:13]([CH3:16])[C:12]2[CH:17]=[CH:18][CH:19]=[CH:20][C:11]=2[N:10]([C:29](=[O:36])[C:30]2[CH:35]=[CH:34][CH:33]=[CH:32][CH:31]=2)[CH2:9]1)([CH3:4])([CH3:2])[CH3:3]. The catalyst class is: 4. (5) Reactant: Cl[CH2:2][CH2:3][CH2:4][O:5][CH:6]1[CH2:11][CH2:10][CH2:9][CH2:8][O:7]1.[I-:12].[Na+]. Product: [I:12][CH2:2][CH2:3][CH2:4][O:5][CH:6]1[CH2:11][CH2:10][CH2:9][CH2:8][O:7]1. The catalyst class is: 21.